This data is from Forward reaction prediction with 1.9M reactions from USPTO patents (1976-2016). The task is: Predict the product of the given reaction. (1) Given the reactants [Cl:1][C:2]1[C:9]([O:10][CH3:11])=[C:8]([OH:12])[C:7]([N+:13]([O-:15])=[O:14])=[CH:6][C:3]=1C=O.[OH-:16].[Na+].O.OO, predict the reaction product. The product is: [Cl:1][C:2]1[C:9]([O:10][CH3:11])=[C:8]([OH:12])[C:7]([N+:13]([O-:15])=[O:14])=[CH:6][C:3]=1[OH:16]. (2) Given the reactants [CH:1]([C:4]1[CH:9]=[C:8]([O:10][CH3:11])[C:7]([C:12]2[N:13]=[CH:14][S:15][CH:16]=2)=[CH:6][C:5]=1[OH:17])([CH3:3])[CH3:2].Br[CH2:19][C:20]#[N:21].C([O-])([O-])=O.[K+].[K+], predict the reaction product. The product is: [CH:1]([C:4]1[CH:9]=[C:8]([O:10][CH3:11])[C:7]([C:12]2[N:13]=[CH:14][S:15][CH:16]=2)=[CH:6][C:5]=1[O:17][CH2:19][C:20]#[N:21])([CH3:3])[CH3:2]. (3) Given the reactants [CH3:1][N:2]([CH2:4][CH:5]([C:14]1([OH:20])[CH2:19][CH2:18][CH2:17][CH2:16][CH2:15]1)[C:6]1[CH:7]=[CH:8][C:9]([O:12][CH3:13])=[CH:10][CH:11]=1)[CH3:3].C(OC(C)C)(=O)C.[ClH:28], predict the reaction product. The product is: [CH3:1][N:2]([CH2:4][CH:5]([C:14]1([OH:20])[CH2:19][CH2:18][CH2:17][CH2:16][CH2:15]1)[C:6]1[CH:7]=[CH:8][C:9]([O:12][CH3:13])=[CH:10][CH:11]=1)[CH3:3].[ClH:28]. (4) Given the reactants C[C:2]1[C:7]2[N:8]=C(NC3C=CC=CC=3C)[O:10][C:6]=2[CH:5]=[C:4]([CH2:19][C:20](NC2C=CC(C(C)CC(O)=O)=NC=2)=[O:21])[CH:3]=1.[C:35]1([CH3:44])[C:36]([N:41]=[C:42]=S)=[CH:37][CH:38]=[CH:39][CH:40]=1.C1(N=C=NC2CCCCC2)CCCCC1.C([OH:62])C, predict the reaction product. The product is: [C:35]1([CH3:44])[CH:40]=[CH:39][CH:38]=[CH:37][C:36]=1[NH:41][C:42]1[O:10][C:6]2[CH:5]=[C:4]([CH2:19][C:20]([OH:21])=[O:62])[CH:3]=[CH:2][C:7]=2[N:8]=1. (5) Given the reactants [H-].[Na+].[NH:3]1[C:11]2[CH:10]=[CH:9][CH:8]=[C:7]([C:12]([O:14][CH3:15])=[O:13])[C:6]=2[CH:5]=[CH:4]1.Br[CH2:17][CH2:18][O:19][CH:20]1[CH2:25][CH2:24][CH2:23][CH2:22][O:21]1, predict the reaction product. The product is: [CH3:15][O:14][C:12]([C:7]1[C:6]2[CH:5]=[CH:4][N:3]([CH2:17][CH2:18][O:19][CH:20]3[CH2:25][CH2:24][CH2:23][CH2:22][O:21]3)[C:11]=2[CH:10]=[CH:9][CH:8]=1)=[O:13]. (6) Given the reactants [O:1]=[C:2]1[C:10]2[C:5](=[CH:6][CH:7]=[CH:8][CH:9]=2)[C:4](=[O:11])[N:3]1[CH2:12][CH2:13][CH2:14][C:15]([OH:17])=O.[C:18]([C:22]1[CH:27]=[CH:26][C:25]([C:28](=[O:34])[CH2:29][C:30]([O:32][CH3:33])=[O:31])=[CH:24][CH:23]=1)([CH3:21])([CH3:20])[CH3:19].[Mg+2].[Cl-].[Cl-].N1C=CC=CC=1.Cl, predict the reaction product. The product is: [C:18]([C:22]1[CH:27]=[CH:26][C:25]([C:28]([CH:29]([C:15](=[O:17])[CH2:14][CH2:13][CH2:12][N:3]2[C:4](=[O:11])[C:5]3[C:10](=[CH:9][CH:8]=[CH:7][CH:6]=3)[C:2]2=[O:1])[C:30]([O:32][CH3:33])=[O:31])=[O:34])=[CH:24][CH:23]=1)([CH3:21])([CH3:19])[CH3:20].